From a dataset of Cav3 T-type calcium channel HTS with 100,875 compounds. Binary Classification. Given a drug SMILES string, predict its activity (active/inactive) in a high-throughput screening assay against a specified biological target. The compound is N1(CCCCC1)c1nc(nc(n1)N)c1cccnc1. The result is 0 (inactive).